From a dataset of Full USPTO retrosynthesis dataset with 1.9M reactions from patents (1976-2016). Predict the reactants needed to synthesize the given product. (1) The reactants are: [Cl:1][C:2]1[CH:18]=[C:17]([Cl:19])[CH:16]=[CH:15][C:3]=1[CH2:4][NH:5][C:6](=[O:14])[C:7]1[CH:12]=[CH:11][N:10]=[C:9]([OH:13])[CH:8]=1.Br[CH2:21][C:22]1[CH:27]=[CH:26][C:25]([S:28]([CH3:31])(=[O:30])=[O:29])=[CH:24][CH:23]=1.C(=O)([O-])[O-].[K+].[K+]. Given the product [Cl:1][C:2]1[CH:18]=[C:17]([Cl:19])[CH:16]=[CH:15][C:3]=1[CH2:4][NH:5][C:6]([C:7]1[CH:12]=[CH:11][N:10]([CH2:21][C:22]2[CH:23]=[CH:24][C:25]([S:28]([CH3:31])(=[O:30])=[O:29])=[CH:26][CH:27]=2)[C:9](=[O:13])[CH:8]=1)=[O:14], predict the reactants needed to synthesize it. (2) Given the product [CH2:1]([CH:5]([CH2:11][C:12]1[CH:17]=[CH:16][C:15]([O:18][CH2:19][CH2:20][NH:21][C:22](=[O:35])[C:23]2[CH:24]=[CH:25][C:26]([C:29]3[CH:34]=[CH:33][CH:32]=[CH:31][N:30]=3)=[CH:27][CH:28]=2)=[CH:14][CH:13]=1)[C:6]([OH:8])=[O:7])[CH2:2][CH2:3][CH3:4], predict the reactants needed to synthesize it. The reactants are: [CH2:1]([CH:5]([CH2:11][C:12]1[CH:17]=[CH:16][C:15]([O:18][CH2:19][CH2:20][NH:21][C:22](=[O:35])[C:23]2[CH:28]=[CH:27][C:26]([C:29]3[CH:34]=[CH:33][CH:32]=[CH:31][N:30]=3)=[CH:25][CH:24]=2)=[CH:14][CH:13]=1)[C:6]([O:8]CC)=[O:7])[CH2:2][CH2:3][CH3:4].[OH-].[Na+].